This data is from Forward reaction prediction with 1.9M reactions from USPTO patents (1976-2016). The task is: Predict the product of the given reaction. Given the reactants [Cl:1][C:2]1[CH:10]=[C:9]([N:11]2[CH2:16][CH2:15][O:14][CH2:13][S:12]2(=[O:18])=[O:17])[CH:8]=[CH:7][C:3]=1[C:4]([OH:6])=O.[NH2:19][C:20]1[CH:21]=[CH:22][C:23]([Cl:34])=[C:24]([NH:26][C:27]([C:29]2[S:30][CH:31]=[CH:32][N:33]=2)=[O:28])[CH:25]=1.CN(C(ON1N=NC2C=CC=NC1=2)=[N+](C)C)C.F[P-](F)(F)(F)(F)F.CCN(C(C)C)C(C)C, predict the reaction product. The product is: [Cl:34][C:23]1[CH:22]=[CH:21][C:20]([NH:19][C:4](=[O:6])[C:3]2[CH:7]=[CH:8][C:9]([N:11]3[CH2:16][CH2:15][O:14][CH2:13][S:12]3(=[O:18])=[O:17])=[CH:10][C:2]=2[Cl:1])=[CH:25][C:24]=1[NH:26][C:27]([C:29]1[S:30][CH:31]=[CH:32][N:33]=1)=[O:28].